From a dataset of Full USPTO retrosynthesis dataset with 1.9M reactions from patents (1976-2016). Predict the reactants needed to synthesize the given product. (1) Given the product [Cl:15][C:16]1[CH:21]=[CH:20][C:19]([N+:22]([O-:24])=[O:23])=[CH:18][C:17]=1[CH:25]([NH:32][C:9]([CH2:8][NH:7][C:6](=[O:12])[C:5]1[CH:4]=[CH:3][C:2]([F:1])=[CH:14][CH:13]=1)=[O:11])[C:26]1[CH:31]=[CH:30][CH:29]=[CH:28][CH:27]=1, predict the reactants needed to synthesize it. The reactants are: [F:1][C:2]1[CH:14]=[CH:13][C:5]([C:6](=[O:12])[NH:7][CH2:8][C:9]([OH:11])=O)=[CH:4][CH:3]=1.[Cl:15][C:16]1[CH:21]=[CH:20][C:19]([N+:22]([O-:24])=[O:23])=[CH:18][C:17]=1[CH:25]([NH2:32])[C:26]1[CH:31]=[CH:30][CH:29]=[CH:28][CH:27]=1. (2) The reactants are: S(OC)(O[CH3:5])(=O)=O.C([O-])([O-])=O.[K+].[K+].[CH2:14]([N:32]([CH2:40][CH2:41][CH2:42][CH2:43][CH2:44][CH2:45][CH2:46][CH2:47][CH2:48][CH2:49][CH2:50][CH2:51][CH2:52][CH2:53][CH2:54][CH2:55][CH2:56][CH3:57])[C:33](=[O:39])[CH2:34][CH2:35][C:36]([OH:38])=[O:37])[CH2:15][CH2:16][CH2:17][CH2:18][CH2:19][CH2:20][CH2:21][CH2:22][CH2:23][CH2:24][CH2:25][CH2:26][CH2:27][CH2:28][CH2:29][CH2:30][CH3:31]. Given the product [CH2:40]([N:32]([CH2:14][CH2:15][CH2:16][CH2:17][CH2:18][CH2:19][CH2:20][CH2:21][CH2:22][CH2:23][CH2:24][CH2:25][CH2:26][CH2:27][CH2:28][CH2:29][CH2:30][CH3:31])[C:33](=[O:39])[CH2:34][CH2:35][C:36]([O:38][CH3:5])=[O:37])[CH2:41][CH2:42][CH2:43][CH2:44][CH2:45][CH2:46][CH2:47][CH2:48][CH2:49][CH2:50][CH2:51][CH2:52][CH2:53][CH2:54][CH2:55][CH2:56][CH3:57], predict the reactants needed to synthesize it. (3) Given the product [Br-:23].[OH:10][C:9]([C:17]1[CH:22]=[CH:21][CH:20]=[CH:19][CH:18]=1)([C:11]1[CH:12]=[CH:13][CH:14]=[CH:15][CH:16]=1)[C:4]12[CH2:5][CH2:6][N+:1]([CH2:24][CH2:25][O:26][CH:27]3[CH2:32][CH2:31][CH2:30][CH2:29][O:28]3)([CH2:2][CH2:3]1)[CH2:8][CH2:7]2, predict the reactants needed to synthesize it. The reactants are: [N:1]12[CH2:8][CH2:7][C:4]([C:9]([C:17]3[CH:22]=[CH:21][CH:20]=[CH:19][CH:18]=3)([C:11]3[CH:16]=[CH:15][CH:14]=[CH:13][CH:12]=3)[OH:10])([CH2:5][CH2:6]1)[CH2:3][CH2:2]2.[Br:23][CH2:24][CH2:25][O:26][CH:27]1[CH2:32][CH2:31][CH2:30][CH2:29][O:28]1. (4) Given the product [Br:1][C:2]1[CH:7]=[CH:6][C:5]([C@@H:8]2[C:17]3[C:12](=[CH:13][CH:14]=[CH:15][CH:16]=3)[CH2:11][C@H:10]([CH3:18])[N:9]2[C:27]([NH:26][C:23]2[CH:24]=[CH:25][C:20]([F:19])=[CH:21][CH:22]=2)=[O:28])=[CH:4][CH:3]=1, predict the reactants needed to synthesize it. The reactants are: [Br:1][C:2]1[CH:7]=[CH:6][C:5]([C@@H:8]2[C:17]3[C:12](=[CH:13][CH:14]=[CH:15][CH:16]=3)[CH2:11][C@H:10]([CH3:18])[NH:9]2)=[CH:4][CH:3]=1.[F:19][C:20]1[CH:25]=[CH:24][C:23]([N:26]=[C:27]=[O:28])=[CH:22][CH:21]=1. (5) Given the product [CH2:1]([N:3]1[C:4]2[C:5](=[CH:10][C:11]([N+:14]([O-:16])=[O:15])=[CH:12][CH:13]=2)[C:30](=[O:31])[N:28]([CH2:18][CH3:19])[C:8]1=[O:9])[CH3:2], predict the reactants needed to synthesize it. The reactants are: [CH2:1]([N:3]1[C:8](=[O:9])CO[C:5]2[CH:10]=[C:11]([N+:14]([O-:16])=[O:15])[CH:12]=[CH:13][C:4]1=2)[CH3:2].I[CH2:18][CH3:19].C(=O)([O-])[O-].[K+].[K+].O.C[N:28]([CH:30]=[O:31])C.